Task: Predict the product of the given reaction.. Dataset: Forward reaction prediction with 1.9M reactions from USPTO patents (1976-2016) (1) Given the reactants [Cl:1][C:2]1[N:7]=[C:6]([NH2:8])[N:5]=[C:4]([NH:9][CH2:10][C:11]2[C:16]([CH3:17])=[C:15]([O:18][CH3:19])[C:14]([CH3:20])=[CH:13][N:12]=2)[C:3]=1[NH2:21].[N:22]([O-])=O.[Na+], predict the reaction product. The product is: [Cl:1][C:2]1[C:3]2[N:21]=[N:22][N:9]([CH2:10][C:11]3[C:16]([CH3:17])=[C:15]([O:18][CH3:19])[C:14]([CH3:20])=[CH:13][N:12]=3)[C:4]=2[N:5]=[C:6]([NH2:8])[N:7]=1. (2) Given the reactants [CH:1]1([C:4]2[N:13]=[C:12]([N:14]3[CH2:19][CH2:18][N:17]([C:20]4[CH:25]=[CH:24][CH:23]=[CH:22][C:21]=4[NH:26][C:27]4[CH:32]=[CH:31][CH:30]=CC=4)[CH2:16][CH2:15]3)[C:11]3[C:6](=[CH:7][C:8]([O:35][CH3:36])=[C:9]([O:33][CH3:34])[CH:10]=3)[N:5]=2)[CH2:3][CH2:2]1.C1(N)C=CC=CC=1.N1CCCC1, predict the reaction product. The product is: [CH:1]1([C:4]2[N:13]=[C:12]([N:14]3[CH2:15][CH2:16][N:17]([C:20]4[CH:25]=[CH:24][CH:23]=[CH:22][C:21]=4[N:26]4[CH2:30][CH2:31][CH2:32][CH2:27]4)[CH2:18][CH2:19]3)[C:11]3[C:6](=[CH:7][C:8]([O:35][CH3:36])=[C:9]([O:33][CH3:34])[CH:10]=3)[N:5]=2)[CH2:3][CH2:2]1. (3) Given the reactants [Cl:1][C:2]1[CH:3]=[C:4]([N+:13]([O-])=O)[C:5]([CH3:12])=[C:6]([CH:11]=1)[C:7]([O:9][CH3:10])=[O:8], predict the reaction product. The product is: [NH2:13][C:4]1[C:5]([CH3:12])=[C:6]([CH:11]=[C:2]([Cl:1])[CH:3]=1)[C:7]([O:9][CH3:10])=[O:8]. (4) Given the reactants [C:1]([C:3]1[CH:8]=[CH:7][C:6]([CH2:9][CH2:10][C:11]2[N:15]([CH3:16])[C:14]3[CH:17]=[CH:18][C:19]([N:21]([CH2:26][C:27]4[C:36]5[C:31](=[CH:32][CH:33]=[CH:34][CH:35]=5)[CH:30]=[CH:29][CH:28]=4)[C:22](=[O:25])[CH2:23]Cl)=[CH:20][C:13]=3[N:12]=2)=[CH:5][CH:4]=1)#[N:2].C[N:38]1[CH2:43][CH2:42]O[CH2:40][CH2:39]1, predict the reaction product. The product is: [C:1]([C:3]1[CH:8]=[CH:7][C:6]([CH2:9][CH2:10][C:11]2[N:15]([CH3:16])[C:14]3[CH:17]=[CH:18][C:19]([N:21]([CH2:26][C:27]4[C:36]5[C:31](=[CH:32][CH:33]=[CH:34][CH:35]=5)[CH:30]=[CH:29][CH:28]=4)[C:22](=[O:25])[CH2:23][N:12]4[CH2:13][CH2:42][CH:43]([NH:38][C:39]5[CH:40]=[CH:5][CH:4]=[CH:3][CH:1]=5)[CH2:10][CH2:11]4)=[CH:20][C:13]=3[N:12]=2)=[CH:5][CH:4]=1)#[N:2]. (5) Given the reactants [Br:1][C:2]1([N+]([O-])=O)[CH:7]=[C:6]([C:8]2[C:20]3[C:19]([CH3:21])=[C:18]([CH3:22])[S:17][C:16]=3[C:15]([Br:23])=[C:14]3[C:9]=2[CH:10]=[CH:11][CH:12]=[CH:13]3)[CH:5]=CC1O.[NH2:28]N.[CH2:30]([OH:32])[CH3:31], predict the reaction product. The product is: [NH2:28][C:31]1[CH:5]=[C:6]([C:8]2[C:20]3[C:19]([CH3:21])=[C:18]([CH3:22])[S:17][C:16]=3[C:15]([Br:23])=[C:14]3[C:9]=2[CH:10]=[CH:11][CH:12]=[CH:13]3)[CH:7]=[C:2]([Br:1])[C:30]=1[OH:32]. (6) Given the reactants [CH3:1][C:2]([NH:4][C:5]1[CH:10]=[CH:9][C:8](Br)=[CH:7][CH:6]=1)=[O:3].C[C:13]([CH3:16])([O-])[CH3:14].[Na+], predict the reaction product. The product is: [CH2:5]([NH:4][C:8]1[CH:9]=[CH:10][C:5]([NH:4][C:2](=[O:3])[CH3:1])=[CH:6][CH:7]=1)[CH2:6][CH2:7][CH2:14][CH2:13][CH3:16]. (7) The product is: [C:19]([C:16]1[N:17]=[CH:18][C:13]([NH:12][C:8]2[N:9]=[CH:10][C:11]3[C:6]([CH:7]=2)=[CH:5][CH:4]=[CH:3][C:2]=3[C:49]([NH:21][CH2:22][CH2:23][N:24]2[CH2:29][CH2:28][O:27][CH2:26][CH2:25]2)=[O:51])=[N:14][CH:15]=1)#[N:20]. Given the reactants Br[C:2]1[CH:3]=[CH:4][CH:5]=[C:6]2[C:11]=1[CH:10]=[N:9][C:8]([NH:12][C:13]1[N:14]=[CH:15][C:16]([C:19]#[N:20])=[N:17][CH:18]=1)=[CH:7]2.[NH2:21][CH2:22][CH2:23][N:24]1[CH2:29][CH2:28][O:27][CH2:26][CH2:25]1.C1(P(C2C=CC=CC=2)C2C=CC=CC=2)C=CC=CC=1.[C:49]([O-])(=[O:51])C.[Na+], predict the reaction product. (8) Given the reactants [NH2:1][C:2]1[CH:3]=[C:4]([CH:8]=[CH:9][C:10]=1[O:11][CH3:12])[C:5]([OH:7])=O.[NH2:13][C:14]1[CH:19]=[C:18]([Br:20])[CH:17]=[CH:16][C:15]=1O, predict the reaction product. The product is: [NH2:1][C:2]1[CH:3]=[C:4]([C:5]2[O:7][C:15]3[CH:16]=[CH:17][C:18]([Br:20])=[CH:19][C:14]=3[N:13]=2)[CH:8]=[CH:9][C:10]=1[O:11][CH3:12]. (9) Given the reactants O.[OH-].[Li+].O.C([O:7][C:8]([C:10]1[CH:11]=[N:12][N:13]([C:15]2[NH:24][C:23](=[O:25])[C:22]3[C:21]4[CH2:26][CH2:27][CH2:28][CH2:29][C:20]=4[CH:19]=[CH:18][C:17]=3[N:16]=2)[CH:14]=1)=[O:9])C, predict the reaction product. The product is: [O:25]=[C:23]1[C:22]2[C:21]3[CH2:26][CH2:27][CH2:28][CH2:29][C:20]=3[CH:19]=[CH:18][C:17]=2[N:16]=[C:15]([N:13]2[CH:14]=[C:10]([C:8]([OH:9])=[O:7])[CH:11]=[N:12]2)[NH:24]1.